This data is from Full USPTO retrosynthesis dataset with 1.9M reactions from patents (1976-2016). The task is: Predict the reactants needed to synthesize the given product. (1) Given the product [Cl:1][C:2]1[CH:3]=[CH:4][C:5]([CH3:30])=[C:6]([CH:29]=1)[CH2:7][NH:8][C:9]([C:12]1[C:16]([CH2:33][OH:32])=[N:15][O:14][N:13]=1)=[N:10][OH:11], predict the reactants needed to synthesize it. The reactants are: [Cl:1][C:2]1[CH:3]=[CH:4][C:5]([CH3:30])=[C:6]([CH:29]=1)[CH2:7][N:8](C)[C:9]([C:12]1[C:16](O[Si](C(C)C)(C(C)C)C(C)C)=[N:15][O:14][N:13]=1)=[N:10][OH:11].Cl.[O:32]1CCOC[CH2:33]1. (2) Given the product [Cl:1][C:2]1[C:3]2[CH:23]=[CH:22][C:21]([OH:24])=[CH:20][C:4]=2[S:5][C:6]=1[CH2:7][CH:8]1[CH2:12][CH2:11][N:10]([CH:13]2[CH2:14][CH2:15][CH2:16][CH2:17][CH2:18]2)[C:9]1=[O:19], predict the reactants needed to synthesize it. The reactants are: [Cl:1][C:2]1[C:3]2[CH:23]=[CH:22][C:21]([O:24]C)=[CH:20][C:4]=2[S:5][C:6]=1[CH2:7][CH:8]1[CH2:12][CH2:11][N:10]([CH:13]2[CH2:18][CH2:17][CH2:16][CH2:15][CH2:14]2)[C:9]1=[O:19].CC(=C)C.B(Br)(Br)Br. (3) Given the product [CH:1]1([C:7]2[C:12]([F:13])=[CH:11][C:10]([OH:14])=[CH:9][C:8]=2[OH:16])[CH2:2][CH2:3][CH2:4][CH2:5][CH2:6]1, predict the reactants needed to synthesize it. The reactants are: [CH:1]1([C:7]2[C:12]([F:13])=[CH:11][C:10]([O:14]C)=[CH:9][C:8]=2[O:16]C)[CH2:6][CH2:5][CH2:4][CH2:3][CH2:2]1. (4) Given the product [CH3:33][O:34][C:35]1[CH:42]=[CH:41][C:38]([CH2:39][NH:40][C:16]([C:10]2[C:9](=[O:19])[C:8]3[C:13](=[CH:14][CH:15]=[C:6]([N:1]4[CH2:2][CH2:3][CH2:4][CH2:5]4)[N:7]=3)[NH:12][CH:11]=2)=[O:18])=[CH:37][CH:36]=1, predict the reactants needed to synthesize it. The reactants are: [N:1]1([C:6]2[N:7]=[C:8]3[C:13](=[CH:14][CH:15]=2)[NH:12][CH:11]=[C:10]([C:16]([OH:18])=O)[C:9]3=[O:19])[CH2:5][CH2:4][CH2:3][CH2:2]1.C(N(CC)CC)C.ClC(OCC)=O.[CH3:33][O:34][C:35]1[CH:42]=[CH:41][C:38]([CH2:39][NH2:40])=[CH:37][CH:36]=1. (5) Given the product [C:51]([OH:8])(=[O:50])[CH:52]([CH3:53])[OH:69].[C:52]([OH:69])(=[O:41])[CH2:51][OH:50], predict the reactants needed to synthesize it. The reactants are: C(N1CCC(C(=O)NC2C=CN=CC=2)CC1)(=[O:8])C1C=CC=CC=1.C(N1CCC(C(=[O:41])NC2C=CN=CC=2)CC1)CC.S1C=CC=C1CC1C=CC=CC=1[O:50][CH2:51][CH:52]([OH:69])[CH2:53]N1CCC(C(=O)NC2C=CN=CC=2)CC1.